From a dataset of Reaction yield outcomes from USPTO patents with 853,638 reactions. Predict the reaction yield, written as a fraction of the theoretical maximum amount of product (1.0 means a 100% yield; for example, 0.34 means a 34% yield). (1) The reactants are [OH:1][CH2:2][C:3]1[CH:18]=[CH:17][C:6]([CH2:7][CH2:8][NH:9][C:10](=[O:16])[O:11][C:12]([CH3:15])([CH3:14])[CH3:13])=[CH:5][CH:4]=1.C(N(CC)C(C)C)(C)C.[CH3:28][S:29](Cl)(=[O:31])=[O:30].C(OCC)(=O)C. The catalyst is O1CCCC1.[Cl-].[Na+].O. The product is [CH3:28][S:29]([O:1][CH2:2][C:3]1[CH:18]=[CH:17][C:6]([CH2:7][CH2:8][NH:9][C:10]([O:11][C:12]([CH3:15])([CH3:13])[CH3:14])=[O:16])=[CH:5][CH:4]=1)(=[O:31])=[O:30]. The yield is 1.00. (2) The reactants are Cl.[N:2]1([CH2:7][CH2:8][CH2:9][C:10]([OH:12])=[O:11])[CH2:6][CH2:5][CH2:4][CH2:3]1.CCN(CC)CC.C1N=CN(C(N2C=NC=C2)=O)C=1.[CH3:32][O:33][C:34]1[CH:35]=[C:36]([C:40]2[CH:41]=[C:42]([NH2:45])[NH:43][N:44]=2)[CH:37]=[N:38][CH:39]=1. The catalyst is ClCCCl. The product is [CH:10]([OH:12])=[O:11].[CH3:32][O:33][C:34]1[CH:35]=[C:36]([C:40]2[CH:41]=[C:42]([NH:45][C:10](=[O:12])[CH2:9][CH2:8][CH2:7][N:2]3[CH2:3][CH2:4][CH2:5][CH2:6]3)[NH:43][N:44]=2)[CH:37]=[N:38][CH:39]=1. The yield is 0.220. (3) The reactants are [F:1][C:2]1[CH:7]=[CH:6][CH:5]=[CH:4][C:3]=1[C:8]1[NH:12][CH:11]=[C:10]([CH:13]=[O:14])[CH:9]=1.[I:15]N1C(=O)CCC1=O.O. The catalyst is CN(C)C=O. The product is [F:1][C:2]1[CH:7]=[CH:6][CH:5]=[CH:4][C:3]=1[C:8]1[NH:12][CH:11]=[C:10]([CH:13]=[O:14])[C:9]=1[I:15]. The yield is 0.140. (4) The reactants are [CH2:1]([N:5]1[CH:10]=[C:9]([CH3:11])[CH:8]=[C:7]([OH:12])[C:6]1=[S:13])[CH2:2][CH2:3][CH3:4].[H-].[Na+].[CH3:16][N:17]([CH:19]=[O:20])C. No catalyst specified. The product is [O:20]1[C:6]2[CH:7]=[CH:8][CH:9]=[CH:10][C:16]=2[N:17]=[C:19]1[O:12][C:7]1[C:6](=[S:13])[N:5]([CH2:1][CH2:2][CH2:3][CH3:4])[CH:10]=[C:9]([CH3:11])[CH:8]=1. The yield is 0.730. (5) The reactants are [Cl:1][C:2]1[CH:3]=[CH:4][C:5]([O:26][CH2:27][CH:28]([CH3:30])[CH3:29])=[C:6]([CH2:8][N:9]2[C:13]([CH3:14])=[CH:12][C:11]([C:15]([NH:17][C:18]3[CH:23]=[CH:22][C:21]([CH:24]=O)=[CH:20][CH:19]=3)=[O:16])=[N:10]2)[CH:7]=1.[CH:31]([NH2:34])([CH3:33])[CH3:32].C(O[BH-](OC(=O)C)OC(=O)C)(=O)C.[Na+].C(O)(=O)C. The product is [ClH:1].[Cl:1][C:2]1[CH:3]=[CH:4][C:5]([O:26][CH2:27][CH:28]([CH3:29])[CH3:30])=[C:6]([CH2:8][N:9]2[C:13]([CH3:14])=[CH:12][C:11]([C:15]([NH:17][C:18]3[CH:19]=[CH:20][C:21]([CH2:24][NH:34][CH:31]([CH3:33])[CH3:32])=[CH:22][CH:23]=3)=[O:16])=[N:10]2)[CH:7]=1. The yield is 0.110. The catalyst is O1CCCC1.[Cl-].[Na+].O.C(OCC)(=O)C.